The task is: Predict the reaction yield, written as a fraction of the theoretical maximum amount of product (1.0 means a 100% yield; for example, 0.34 means a 34% yield).. This data is from Reaction yield outcomes from USPTO patents with 853,638 reactions. The reactants are [F:1][C:2]1[CH:7]=[CH:6][CH:5]=[C:4]([F:8])[C:3]=1[N:9]1[C:14]2[N:15]=[C:16](S(C)=O)[N:17]=[C:18]([C:19]3[CH:20]=[C:21]([CH:28]=[CH:29][C:30]=3[CH3:31])[C:22]([NH:24][CH2:25][CH2:26][CH3:27])=[O:23])[C:13]=2[CH2:12][NH:11][C:10]1=[O:35].[CH3:36][CH:37]([NH:39][CH2:40][CH2:41][CH2:42][NH2:43])[CH3:38]. The catalyst is C(Cl)Cl. The product is [F:1][C:2]1[CH:7]=[CH:6][CH:5]=[C:4]([F:8])[C:3]=1[N:9]1[C:14]2[N:15]=[C:16]([NH:43][CH2:42][CH2:41][CH2:40][NH:39][CH:37]([CH3:38])[CH3:36])[N:17]=[C:18]([C:19]3[CH:20]=[C:21]([CH:28]=[CH:29][C:30]=3[CH3:31])[C:22]([NH:24][CH2:25][CH2:26][CH3:27])=[O:23])[C:13]=2[CH2:12][NH:11][C:10]1=[O:35]. The yield is 0.390.